This data is from Catalyst prediction with 721,799 reactions and 888 catalyst types from USPTO. The task is: Predict which catalyst facilitates the given reaction. (1) Reactant: [CH3:1][S:2]([C:5]1[CH:10]=[CH:9][C:8](F)=[CH:7][CH:6]=1)(=[O:4])=[O:3].[NH2:12][CH:13]1[CH2:17][CH2:16][NH:15][CH2:14]1.C(=O)([O-])[O-].[K+].[K+]. Product: [CH3:1][S:2]([C:5]1[CH:10]=[CH:9][C:8]([NH:12][CH:13]2[CH2:17][CH2:16][NH:15][CH2:14]2)=[CH:7][CH:6]=1)(=[O:4])=[O:3]. The catalyst class is: 3. (2) Reactant: [F:1][C:2]1[CH:8]=[C:7]([O:9][CH:10]2[CH2:15][CH2:14][N:13]([CH2:16][CH2:17][F:18])[CH2:12][CH2:11]2)[CH:6]=[CH:5][C:3]=1[NH2:4].Cl[C:20]1[N:29]=[CH:28][C:27]2[C:22](=[C:23]([C:30]3[CH:31]=[C:32]([NH:36][C:37](=[O:40])[CH:38]=[CH2:39])[CH:33]=[CH:34][CH:35]=3)[CH:24]=[CH:25][CH:26]=2)[N:21]=1.C(O)(C(F)(F)F)=O. Product: [F:1][C:2]1[CH:8]=[C:7]([O:9][CH:10]2[CH2:11][CH2:12][N:13]([CH2:16][CH2:17][F:18])[CH2:14][CH2:15]2)[CH:6]=[CH:5][C:3]=1[NH:4][C:20]1[N:29]=[CH:28][C:27]2[C:22](=[C:23]([C:30]3[CH:31]=[C:32]([NH:36][C:37](=[O:40])[CH:38]=[CH2:39])[CH:33]=[CH:34][CH:35]=3)[CH:24]=[CH:25][CH:26]=2)[N:21]=1. The catalyst class is: 114. (3) Reactant: C([O:4][C@@H:5]1[C@@H:10]([CH2:11][O:12]C(=O)C)[O:9][C@H:8]([C:16]2[CH:17]=[C:18]([CH:34]=[CH:35][CH:36]=2)[O:19][C:20]2[CH:21]=[C:22]([C:30]([O:32][CH3:33])=[O:31])[CH:23]=[C:24]([CH:29]=2)[C:25]([O:27][CH3:28])=[O:26])[C@@H:7]([OH:37])[C@H:6]1[OH:38])(=O)C.C[O-].[Na+]. Product: [OH:37][C@H:7]1[C@@H:6]([OH:38])[C@H:5]([OH:4])[C@@H:10]([CH2:11][OH:12])[O:9][C@@H:8]1[C:16]1[CH:17]=[C:18]([CH:34]=[CH:35][CH:36]=1)[O:19][C:20]1[CH:29]=[C:24]([C:25]([O:27][CH3:28])=[O:26])[CH:23]=[C:22]([CH:21]=1)[C:30]([O:32][CH3:33])=[O:31]. The catalyst class is: 5. (4) Reactant: [CH2:1]1[C:5]2([C:10](=[O:11])[CH2:9][CH2:8][NH:7][CH2:6]2)[CH2:4][CH2:3][CH2:2]1.C(=O)([O-])O.[Na+].[C:17]([O:21][C:22](O[C:22]([O:21][C:17]([CH3:20])([CH3:19])[CH3:18])=[O:23])=[O:23])([CH3:20])([CH3:19])[CH3:18]. Product: [C:17]([O:21][C:22]([N:7]1[CH2:8][CH2:9][C:10](=[O:11])[C:5]2([CH2:1][CH2:2][CH2:3][CH2:4]2)[CH2:6]1)=[O:23])([CH3:20])([CH3:19])[CH3:18]. The catalyst class is: 7. (5) Reactant: [C:1]([O:4][CH2:5][C:6]1[C:15]2[C:10](=[CH:11][CH:12]=[CH:13][CH:14]=2)[C:9]([C:16](=O)[NH:17][CH2:18][Si:19]([CH3:22])([CH3:21])[CH3:20])=[CH:8][CH:7]=1)(=[O:3])[CH3:2].COC1C=CC(P2(SP(C3C=CC(OC)=CC=3)(=S)S2)=[S:33])=CC=1. Product: [C:1]([O:4][CH2:5][C:6]1[C:15]2[C:10](=[CH:11][CH:12]=[CH:13][CH:14]=2)[C:9]([C:16](=[S:33])[NH:17][CH2:18][Si:19]([CH3:22])([CH3:21])[CH3:20])=[CH:8][CH:7]=1)(=[O:3])[CH3:2]. The catalyst class is: 11. (6) Reactant: [Br:1][C:2]1[CH:15]=[C:14]2[C:5]([O:6][C:7]3[CH2:8][CH2:9][CH2:10][CH2:11][C:12]=3[C:13]2=[O:16])=[CH:4][CH:3]=1.CCC(C)[BH-](C(C)CC)C(C)CC.[Li+]. Product: [Br:1][C:2]1[CH:15]=[C:14]2[C:5]([O:6][C@@H:7]3[C@@H:12]([C:13]2=[O:16])[CH2:11][CH2:10][CH2:9][CH2:8]3)=[CH:4][CH:3]=1. The catalyst class is: 1.